Dataset: Forward reaction prediction with 1.9M reactions from USPTO patents (1976-2016). Task: Predict the product of the given reaction. (1) Given the reactants [F:1][C:2]1[CH:3]=[C:4]([C@@H:9]2[CH2:13][N:12]([CH2:14][CH2:15][O:16][CH3:17])[CH2:11][C@H:10]2[NH:18][C:19]([NH:21][C:22]2[N:26]([C:27]3[CH:32]=[CH:31][CH:30]=[CH:29][CH:28]=3)[N:25]=[C:24]([C:33]3[CH:34]=[N:35][CH:36]=[CH:37][CH:38]=3)[CH:23]=2)=[O:20])[CH:5]=[CH:6][C:7]=1[F:8].[Cl:39]N1C(=O)CCC1=O.CC1C=CC(S([O-])(=O)=O)=CC=1.[NH+]1C=CC=CC=1, predict the reaction product. The product is: [Cl:39][C:23]1[C:24]([C:33]2[CH:34]=[N:35][CH:36]=[CH:37][CH:38]=2)=[N:25][N:26]([C:27]2[CH:32]=[CH:31][CH:30]=[CH:29][CH:28]=2)[C:22]=1[NH:21][C:19]([NH:18][C@H:10]1[C@H:9]([C:4]2[CH:5]=[CH:6][C:7]([F:8])=[C:2]([F:1])[CH:3]=2)[CH2:13][N:12]([CH2:14][CH2:15][O:16][CH3:17])[CH2:11]1)=[O:20]. (2) Given the reactants [C:1]([O:9][CH:10]([C:14](=O)[CH3:15])[C:11](=O)[CH3:12])(=[O:8])[C:2]1[CH:7]=[CH:6][CH:5]=[CH:4][CH:3]=1.[CH3:17][NH:18][NH2:19], predict the reaction product. The product is: [C:1]([O:9][C:10]1[C:14]([CH3:15])=[N:19][N:18]([CH3:17])[C:11]=1[CH3:12])(=[O:8])[C:2]1[CH:7]=[CH:6][CH:5]=[CH:4][CH:3]=1. (3) Given the reactants [N+:1]([C:4]1[CH:5]=[C:6]([CH2:10][C:11]([NH:13][C:14]2[S:15][CH:16]=[C:17]([C:19]3[C:27]4[C:22](=[N:23][CH:24]=[CH:25][CH:26]=4)[NH:21][CH:20]=3)[N:18]=2)=[O:12])[CH:7]=[CH:8][CH:9]=1)([O-])=O.[NH4+].[OH-], predict the reaction product. The product is: [NH2:1][C:4]1[CH:5]=[C:6]([CH2:10][C:11]([NH:13][C:14]2[S:15][CH:16]=[C:17]([C:19]3[C:27]4[C:22](=[N:23][CH:24]=[CH:25][CH:26]=4)[NH:21][CH:20]=3)[N:18]=2)=[O:12])[CH:7]=[CH:8][CH:9]=1. (4) The product is: [C:1]([O:5][C:6](=[O:26])[C:7]1[CH:12]=[CH:11][C:10]([CH2:13][N:14]2[CH:23]=[CH:22][C:21]3[C:16](=[CH:17][C:18]([C:29]#[C:28][CH2:27][N:30]4[CH:34]=[CH:33][N:32]=[N:37]4)=[N:19][CH:20]=3)[C:15]2=[O:25])=[CH:9][CH:8]=1)([CH3:4])([CH3:3])[CH3:2]. Given the reactants [C:1]([O:5][C:6](=[O:26])[C:7]1[CH:12]=[CH:11][C:10]([CH2:13][N:14]2[CH:23]=[CH:22][C:21]3[C:16](=[CH:17][C:18](Br)=[N:19][CH:20]=3)[C:15]2=[O:25])=[CH:9][CH:8]=1)([CH3:4])([CH3:3])[CH3:2].[CH2:27]([N:30]1[CH:34]=[CH:33][N:32]=C1)[C:28]#[CH:29].C([N:37](CC)CC)C, predict the reaction product. (5) Given the reactants [Cl:1][C:2]1[CH:7]=[CH:6][C:5]([O:8][CH:9]([C:14]2[CH:19]=[CH:18][C:17]([Cl:20])=[CH:16][CH:15]=2)[CH2:10][N:11]=[N+]=[N-])=[CH:4][CH:3]=1.CP(C)C.O.[OH-].[Li+], predict the reaction product. The product is: [Cl:1][C:2]1[CH:7]=[CH:6][C:5]([O:8][CH:9]([C:14]2[CH:15]=[CH:16][C:17]([Cl:20])=[CH:18][CH:19]=2)[CH2:10][NH2:11])=[CH:4][CH:3]=1. (6) The product is: [F:12][C:13]1[CH:20]=[CH:19][C:16]([CH2:17][NH:1][C:2]2[CH:10]=[C:6]([C:7]([OH:9])=[O:8])[C:5]([OH:11])=[CH:4][CH:3]=2)=[CH:15][CH:14]=1. Given the reactants [NH2:1][C:2]1[CH:10]=[C:6]([C:7]([OH:9])=[O:8])[C:5]([OH:11])=[CH:4][CH:3]=1.[F:12][C:13]1[CH:20]=[CH:19][C:16]([CH2:17]Br)=[CH:15][CH:14]=1, predict the reaction product. (7) Given the reactants [F:1][C:2]1[CH:9]=[CH:8][C:7]([I:10])=[CH:6][C:3]=1[CH:4]=O.[C:11]([Si:15]([CH3:30])([CH3:29])[O:16][CH2:17][CH2:18]OC1C=CC(I)=CC=1C=O)(C)(C)C.C[Si]([NH:35][Si](C)(C)C)(C)C.C([Li])CCC.C[Si](Cl)(C)C.C(N(CC)CC)C.C(Cl)(=O)C, predict the reaction product. The product is: [F:1][C:2]1[CH:9]=[CH:8][C:7]([I:10])=[CH:6][C:3]=1[CH:4]=[N:35][C:17]([O:16][Si:15]([CH3:30])([CH3:29])[CH3:11])=[CH2:18].